Dataset: Peptide-MHC class I binding affinity with 185,985 pairs from IEDB/IMGT. Task: Regression. Given a peptide amino acid sequence and an MHC pseudo amino acid sequence, predict their binding affinity value. This is MHC class I binding data. (1) The peptide sequence is FIVEHINAM. The MHC is HLA-B15:09 with pseudo-sequence HLA-B15:09. The binding affinity (normalized) is 0.285. (2) The peptide sequence is ILQDRIRMY. The MHC is HLA-B15:09 with pseudo-sequence HLA-B15:09. The binding affinity (normalized) is 0.0847. (3) The peptide sequence is VRLLAHVIQKI. The MHC is Mamu-B03 with pseudo-sequence Mamu-B03. The binding affinity (normalized) is 0.145. (4) The peptide sequence is LIPETVPYI. The binding affinity (normalized) is 0. The MHC is HLA-B44:02 with pseudo-sequence HLA-B44:02.